From a dataset of Full USPTO retrosynthesis dataset with 1.9M reactions from patents (1976-2016). Predict the reactants needed to synthesize the given product. (1) Given the product [Cl:1][C:2]([F:24])([F:25])[C:3]1[N:4]=[C:5]([CH2:12][N:13]2[C:17](=[O:18])[N:16]([CH3:19])[C:15]([C:20]([F:23])([F:22])[F:21])=[N:14]2)[C:6]([C:7]([C:33]2[C:34](=[O:38])[CH2:35][CH2:36][CH2:37][C:32]=2[OH:39])=[O:8])=[CH:10][CH:11]=1, predict the reactants needed to synthesize it. The reactants are: [Cl:1][C:2]([F:25])([F:24])[C:3]1[CH:11]=[CH:10][C:6]([C:7](O)=[O:8])=[C:5]([CH2:12][N:13]2[C:17](=[O:18])[N:16]([CH3:19])[C:15]([C:20]([F:23])([F:22])[F:21])=[N:14]2)[N:4]=1.C(Cl)(=O)C(Cl)=O.[C:32]1(=[O:39])[CH2:37][CH2:36][CH2:35][C:34](=[O:38])[CH2:33]1.C(N(CC)CC)C. (2) Given the product [CH3:35][O:34][C:27]1[CH:28]=[C:29]([O:32][CH3:33])[CH:30]=[CH:31][C:26]=1[CH2:25][N:24]([CH2:2][C:3]1[C:4]([C:13]2[CH:18]=[CH:17][N:16]=[CH:15][CH:14]=2)=[N:5][O:6][C:7]=1[C:8]([O:10][CH2:11][CH3:12])=[O:9])[CH2:23][C:22]([O:21][CH2:19][CH3:20])=[O:36], predict the reactants needed to synthesize it. The reactants are: Br[CH2:2][C:3]1[C:4]([C:13]2[CH:18]=[CH:17][N:16]=[CH:15][CH:14]=2)=[N:5][O:6][C:7]=1[C:8]([O:10][CH2:11][CH3:12])=[O:9].[CH2:19]([O:21][C:22](=[O:36])[CH2:23][NH:24][CH2:25][C:26]1[CH:31]=[CH:30][C:29]([O:32][CH3:33])=[CH:28][C:27]=1[O:34][CH3:35])[CH3:20].C(=O)([O-])[O-].[K+].[K+].CCOC(C)=O. (3) Given the product [C:12]([O:11][C:9]([N:21]1[CH2:20][CH2:19][NH:18][C:17](=[O:16])[CH2:22]1)=[O:10])([CH3:13])([CH3:14])[CH3:15], predict the reactants needed to synthesize it. The reactants are: [C:12]([O:11][C:9](O[C:9]([O:11][C:12]([CH3:15])([CH3:14])[CH3:13])=[O:10])=[O:10])([CH3:15])([CH3:14])[CH3:13].[O:16]=[C:17]1[CH2:22][NH:21][CH2:20][CH2:19][NH:18]1. (4) Given the product [NH2:54][C:18]1[CH:17]=[C:16]([O:15][C:14]2[C:13]([F:28])=[CH:12][C:11]([NH:10][C:8]([C:5]3[C:4](=[O:29])[N:3]([C:30]4[CH:35]=[CH:34][CH:33]=[CH:32][CH:31]=4)[N:2]([CH3:1])[C:6]=3[CH3:7])=[O:9])=[C:26]([F:27])[CH:25]=2)[CH:21]=[CH:20][N:19]=1, predict the reactants needed to synthesize it. The reactants are: [CH3:1][N:2]1[C:6]([CH3:7])=[C:5]([C:8]([NH:10][C:11]2[C:26]([F:27])=[CH:25][C:14]([O:15][C:16]3[CH:21]=[CH:20][N:19]=[C:18](C(N)=O)[CH:17]=3)=[C:13]([F:28])[CH:12]=2)=[O:9])[C:4](=[O:29])[N:3]1[C:30]1[CH:35]=[CH:34][CH:33]=[CH:32][CH:31]=1.O.C(OI(C1C=CC=CC=1)OC(=O)C)(=O)C.CC#[N:54]. (5) Given the product [Br:1][C:2]1[C:3]([F:12])=[C:4]2[C:10]([NH:11][C:17](=[O:18])[C:16]3[CH:20]=[CH:21][C:22]([F:23])=[C:14]([Cl:13])[CH:15]=3)=[CH:9][NH:8][C:5]2=[N:6][CH:7]=1, predict the reactants needed to synthesize it. The reactants are: [Br:1][C:2]1[C:3]([F:12])=[C:4]2[C:10]([NH2:11])=[CH:9][NH:8][C:5]2=[N:6][CH:7]=1.[Cl:13][C:14]1[CH:15]=[C:16]([CH:20]=[CH:21][C:22]=1[F:23])[C:17](O)=[O:18].C1N(P(Cl)(N2C(=O)OCC2)=O)C(=O)OC1.C(N(CC)CC)C.[Li+].[OH-]. (6) Given the product [C:9]([Si:13]([CH3:15])([CH3:14])[O:7][CH2:6][CH:5]=[CH:4][CH2:3][O:8][C:23](=[O:27])[CH:24]([CH3:26])[CH3:25])([CH3:12])([CH3:11])[CH3:10], predict the reactants needed to synthesize it. The reactants are: [H-].[Na+].[CH2:3]([OH:8])/[CH:4]=[CH:5]\[CH2:6][OH:7].[C:9]([Si:13](Cl)([CH3:15])[CH3:14])([CH3:12])([CH3:11])[CH3:10].N1C=CC=CC=1.[C:23](Cl)(=[O:27])[CH:24]([CH3:26])[CH3:25]. (7) Given the product [CH2:29]([O:28][C:19]1[CH:18]=[C:17]2[C:22](=[C:21]3[CH2:23][C:24]([CH3:27])([CH3:26])[O:25][C:20]=13)[C:13]([C:11]1[CH:10]=[CH:9][C:4]([C:5]([O:7][CH3:8])=[O:6])=[C:3]([NH:2][C:34]([C:35]3[CH:40]=[CH:39][N:38]=[CH:37][CH:36]=3)=[O:41])[CH:12]=1)=[N:14][C:15]([CH3:31])([CH3:32])[CH2:16]2)[CH3:30], predict the reactants needed to synthesize it. The reactants are: Cl.[NH2:2][C:3]1[CH:12]=[C:11]([C:13]2[C:22]3[C:17](=[CH:18][C:19]([O:28][CH2:29][CH3:30])=[C:20]4[O:25][C:24]([CH3:27])([CH3:26])[CH2:23][C:21]4=3)[CH2:16][C:15]([CH3:32])([CH3:31])[N:14]=2)[CH:10]=[CH:9][C:4]=1[C:5]([O:7][CH3:8])=[O:6].Cl.[C:34](Cl)(=[O:41])[C:35]1[CH:40]=[CH:39][N:38]=[CH:37][CH:36]=1. (8) The reactants are: [C:1]([O:5][C:6]([N:8]1[CH2:13][CH2:12][CH2:11][CH2:10][CH:9]1[CH2:14][C:15]([OH:17])=O)=[O:7])([CH3:4])([CH3:3])[CH3:2].[Cl:18][C:19]1[C:24]([Cl:25])=[CH:23][CH:22]=[CH:21][C:20]=1[C:26]1NN=[N:28][N:27]=1.C1(N=C=NC2CCCCC2)CCCCC1. Given the product [C:1]([O:5][C:6]([N:8]1[CH2:13][CH2:12][CH2:11][CH2:10][CH:9]1[CH2:14][C:15]1[O:17][C:26]([C:20]2[CH:21]=[CH:22][CH:23]=[C:24]([Cl:25])[C:19]=2[Cl:18])=[N:27][N:28]=1)=[O:7])([CH3:2])([CH3:3])[CH3:4], predict the reactants needed to synthesize it. (9) Given the product [CH:1]1([S:4]([C:7]2[CH:8]=[CH:9][C:10]([C@H:13]([C:14]([NH:16][C:17]3[S:18][C:19]([F:22])=[CH:20][N:21]=3)=[O:15])[CH2:23][C@H:24]3[CH2:28][CH2:27][N:26]([C:34]([NH2:33])=[O:35])[CH2:25]3)=[CH:11][CH:12]=2)(=[O:5])=[O:6])[CH2:3][CH2:2]1, predict the reactants needed to synthesize it. The reactants are: [CH:1]1([S:4]([C:7]2[CH:12]=[CH:11][C:10]([C@@H:13]([CH2:23][C@H:24]3[CH2:28][CH2:27][NH:26][CH2:25]3)[C:14]([NH:16][C:17]3[S:18][C:19]([F:22])=[CH:20][N:21]=3)=[O:15])=[CH:9][CH:8]=2)(=[O:6])=[O:5])[CH2:3][CH2:2]1.C[Si]([N:33]=[C:34]=[O:35])(C)C.O.